From a dataset of Full USPTO retrosynthesis dataset with 1.9M reactions from patents (1976-2016). Predict the reactants needed to synthesize the given product. (1) Given the product [ClH:19].[NH:5]([C:6]1[CH:7]=[CH:8][C:9]([CH2:12][C:13]([O:15][CH2:16][CH3:17])=[O:14])=[CH:10][CH:11]=1)[NH2:1], predict the reactants needed to synthesize it. The reactants are: [N:1]([O-])=O.[Na+].[NH2:5][C:6]1[CH:11]=[CH:10][C:9]([CH2:12][C:13]([O:15][CH2:16][CH3:17])=[O:14])=[CH:8][CH:7]=1.[Sn](Cl)[Cl:19]. (2) Given the product [Br:19][C:20]1[CH:21]=[C:22]2[C:32](=[CH:33][C:34]=1[F:35])[O:31][C:25]1=[N:26][CH:27]=[C:28]([I:30])[CH:29]=[C:24]1[C:23]2=[CH2:2], predict the reactants needed to synthesize it. The reactants are: Br[C:2]1C(F)=C2C(=CC=1)OC1=NC=C(I)C=C1C2=O.[Br:19][C:20]1[CH:21]=[C:22]2[C:32](=[CH:33][C:34]=1[F:35])[O:31][C:25]1=[N:26][CH:27]=[C:28]([I:30])[CH:29]=[C:24]1[C:23]2=O.C[Mg]Cl.BrC1C(F)=C2C(=CC=1)OC1=NC=C(I)C=C1C2=C.